This data is from Forward reaction prediction with 1.9M reactions from USPTO patents (1976-2016). The task is: Predict the product of the given reaction. (1) Given the reactants [CH3:1][N:2]([CH3:6])[CH2:3][CH2:4][OH:5].Cl[C:8]1[CH:17]=[C:16]([NH:18][C:19]2[C:24]([Cl:25])=[CH:23][N:22]=[CH:21][C:20]=2[Cl:26])[C:15]2[C:10](=[C:11]([O:29][CH2:30][CH:31]3[CH2:33][CH2:32]3)[C:12]([O:27][CH3:28])=[CH:13][CH:14]=2)[N:9]=1, predict the reaction product. The product is: [CH:31]1([CH2:30][O:29][C:11]2[C:12]([O:27][CH3:28])=[CH:13][CH:14]=[C:15]3[C:10]=2[N:9]=[C:8]([O:5][CH2:4][CH2:3][N:2]([CH3:6])[CH3:1])[CH:17]=[C:16]3[NH:18][C:19]2[C:24]([Cl:25])=[CH:23][N:22]=[CH:21][C:20]=2[Cl:26])[CH2:32][CH2:33]1. (2) Given the reactants [CH2:1]([N:3]([CH3:14])[C:4]1[C:12]([CH3:13])=[CH:11][C:7]([C:8]([OH:10])=O)=[CH:6][N:5]=1)[CH3:2].CCN(CC)CC.CN(C(ON1N=NC2C=CC=CC1=2)=[N+](C)C)C.[B-](F)(F)(F)F.[CH2:44]([C:46]1[CH:47]=[C:48]([CH:53]=[C:54]([CH3:57])[C:55]=1[OH:56])[C:49]([NH:51]O)=[NH:50])[CH3:45], predict the reaction product. The product is: [CH2:44]([C:46]1[CH:47]=[C:48]([C:49]2[N:51]=[C:8]([C:7]3[CH:6]=[N:5][C:4]([N:3]([CH2:1][CH3:2])[CH3:14])=[C:12]([CH3:13])[CH:11]=3)[O:10][N:50]=2)[CH:53]=[C:54]([CH3:57])[C:55]=1[OH:56])[CH3:45].